From a dataset of TCR-epitope binding with 47,182 pairs between 192 epitopes and 23,139 TCRs. Binary Classification. Given a T-cell receptor sequence (or CDR3 region) and an epitope sequence, predict whether binding occurs between them. (1) The epitope is KLSYGIATV. The TCR CDR3 sequence is CASSESRGPGEQYF. Result: 1 (the TCR binds to the epitope). (2) The epitope is TPQDLNTML. The TCR CDR3 sequence is CASSLGLNTIYF. Result: 1 (the TCR binds to the epitope). (3) The epitope is YVFCTVNAL. The TCR CDR3 sequence is CASSVLTSGGEQFF. Result: 0 (the TCR does not bind to the epitope). (4) The epitope is YYRRATRRIR. The TCR CDR3 sequence is CATSGTGTGEGNQPQHF. Result: 0 (the TCR does not bind to the epitope). (5) The epitope is DATYQRTRALVR. The TCR CDR3 sequence is CASSFPTSPPITQYF. Result: 0 (the TCR does not bind to the epitope). (6) The epitope is GTSGSPIINR. The TCR CDR3 sequence is CASSLLATLADTQYF. Result: 1 (the TCR binds to the epitope). (7) The epitope is RLRAEAQVK. The TCR CDR3 sequence is CASSQGVAGAFDEQFF. Result: 1 (the TCR binds to the epitope).